This data is from Forward reaction prediction with 1.9M reactions from USPTO patents (1976-2016). The task is: Predict the product of the given reaction. (1) Given the reactants C([O:3][C:4](=[O:15])[C:5]([C@H:8]1[CH2:13][CH2:12][CH2:11][C@@H:10]([OH:14])[CH2:9]1)([CH3:7])[CH3:6])C.[OH-].[Li+].Cl, predict the reaction product. The product is: [OH:14][C@H:10]1[CH2:11][CH2:12][CH2:13][C@@H:8]([C:5]([CH3:7])([CH3:6])[C:4]([OH:15])=[O:3])[CH2:9]1. (2) Given the reactants [NH2:1][CH2:2][CH2:3][NH:4][C:5]1[CH:10]=[CH:9][CH:8]=[CH:7][N:6]=1.Cl[C:12]1C=CC=[CH:14][N:13]=1.[CH2:18]([NH2:21])[CH2:19]N.N1[C:26]2[CH:27]=[CH:28][CH:29]=[C:30]([C:31]([NH2:33])=[NH2+])[C:25]=2N=N1.CCN(C(C)C)C(C)C.CC[O:45]CC, predict the reaction product. The product is: [N:6]1[CH:7]=[CH:8][CH:9]=[CH:10][C:5]=1[NH:4][CH2:3][CH2:2][NH:1][C:12]1[N:21]=[C:18]([C:27]2[CH:26]=[CH:25][C:30]([C:31]([NH2:33])=[O:45])=[CH:29][CH:28]=2)[CH:19]=[CH:14][N:13]=1.